From a dataset of Forward reaction prediction with 1.9M reactions from USPTO patents (1976-2016). Predict the product of the given reaction. (1) Given the reactants [O:1]1[C:5]2C=CC(C(=O)C)=[CH:9][C:4]=2[CH2:3][CH2:2]1.N[OH:14].Cl.[N:16]1[CH:21]=[CH:20][CH:19]=[CH:18][CH:17]=1, predict the reaction product. The product is: [O:1]1[C:5]2[CH:17]=[CH:18][C:19]([CH2:20][C:21]([NH2:16])=[O:14])=[CH:9][C:4]=2[CH2:3][CH2:2]1. (2) Given the reactants [C:1]([NH:5][S:6]([C:9]1[CH:14]=[CH:13][CH:12]=[CH:11][C:10]=1B(O)O)(=[O:8])=[O:7])([CH3:4])([CH3:3])[CH3:2].Br[C:19]1[CH:24]=[CH:23][C:22]([C:25](=[O:27])[CH3:26])=[C:21]([F:28])[CH:20]=1, predict the reaction product. The product is: [C:25]([C:22]1[CH:23]=[CH:24][C:19]([C:10]2[C:9]([S:6]([NH:5][C:1]([CH3:4])([CH3:3])[CH3:2])(=[O:8])=[O:7])=[CH:14][CH:13]=[CH:12][CH:11]=2)=[CH:20][C:21]=1[F:28])(=[O:27])[CH3:26]. (3) Given the reactants [C:1]1([CH:8]=[CH:7][CH:6]=[C:4]([OH:5])[CH:3]=1)[OH:2].C(O)(=O)C.[N+:13]([O-])([OH:15])=[O:14], predict the reaction product. The product is: [N+:13]([C:6]1[CH:7]=[CH:8][C:1]([OH:2])=[CH:3][C:4]=1[OH:5])([O-:15])=[O:14]. (4) Given the reactants [NH2:1][C:2]1[CH:26]=[CH:25][C:5]([CH2:6][C:7]2[C:16]3[NH:17][C:18]4[CH:19]=[CH:20][CH:21]=[CH:22][C:23]=4[C:15]=3[C:14]3[C:13](=[O:24])[CH2:12][CH2:11][CH2:10][C:9]=3[N:8]=2)=[CH:4][CH:3]=1.[C:27](Cl)(=[O:29])[CH3:28], predict the reaction product. The product is: [O:24]=[C:13]1[CH2:12][CH2:11][CH2:10][C:9]2[N:8]=[C:7]([CH2:6][C:5]3[CH:4]=[CH:3][C:2]([NH:1][C:27](=[O:29])[CH3:28])=[CH:26][CH:25]=3)[C:16]3[NH:17][C:18]4[CH:19]=[CH:20][CH:21]=[CH:22][C:23]=4[C:15]=3[C:14]1=2. (5) Given the reactants C([O:4][C@H:5]([C:57]1[CH:62]=[CH:61][CH:60]=[CH:59][CH:58]=1)[C:6]([NH:8][C:9]1[CH:10]=[C:11]([C:27]2[CH:32]=[CH:31][CH:30]=[CH:29][C:28]=2[C:33]2[N:34]=[N:35][N:36]([C:38]([C:51]3[CH:56]=[CH:55][CH:54]=[CH:53][CH:52]=3)([C:45]3[CH:50]=[CH:49][CH:48]=[CH:47][CH:46]=3)[C:39]3[CH:44]=[CH:43][CH:42]=[CH:41][CH:40]=3)[N:37]=2)[CH:12]=[CH:13][C:14]=1[N:15]([CH2:20][C:21]1[CH:26]=[CH:25][CH:24]=[CH:23][CH:22]=1)[CH2:16][CH:17]([CH3:19])[CH3:18])=[O:7])(=O)C.C1COCC1.O.[OH-].[Li+].Cl, predict the reaction product. The product is: [CH2:20]([N:15]([CH2:16][CH:17]([CH3:19])[CH3:18])[C:14]1[CH:13]=[CH:12][C:11]([C:27]2[CH:32]=[CH:31][CH:30]=[CH:29][C:28]=2[C:33]2[N:34]=[N:35][N:36]([C:38]([C:39]3[CH:40]=[CH:41][CH:42]=[CH:43][CH:44]=3)([C:51]3[CH:52]=[CH:53][CH:54]=[CH:55][CH:56]=3)[C:45]3[CH:50]=[CH:49][CH:48]=[CH:47][CH:46]=3)[N:37]=2)=[CH:10][C:9]=1[NH:8][C:6](=[O:7])[C@H:5]([OH:4])[C:57]1[CH:58]=[CH:59][CH:60]=[CH:61][CH:62]=1)[C:21]1[CH:22]=[CH:23][CH:24]=[CH:25][CH:26]=1. (6) Given the reactants [C:1]([NH:11][C@H:12]([C:16]([N:18]1[CH2:40][CH2:39][CH2:38][C@H:19]1[C:20]([NH:22][CH2:23][C:24]([NH:26][C@H:27]([C:31]([NH:33][CH2:34][C:35](O)=[O:36])=[O:32])[CH:28]([CH3:30])[CH3:29])=[O:25])=[O:21])=[O:17])[CH:13]([CH3:15])[CH3:14])([O:3][CH2:4][C:5]1[CH:10]=[CH:9][CH:8]=[CH:7][CH:6]=1)=[O:2].CN(C)CCCN=C=NCC.C(N(CC)CC)C.[CH3:59][O:60][C:61](=[O:89])[CH2:62][NH:63][C:64](=[O:88])[C@H:65]([CH:85]([CH3:87])[CH3:86])[NH:66][C:67](=[O:84])[CH2:68][NH:69][C:70](=[O:83])[C@@H:71]1[CH2:75][CH2:74][CH2:73][N:72]1[C:76](=[O:82])[C@H:77]([CH:79]([CH3:81])[CH3:80])[NH2:78], predict the reaction product. The product is: [CH3:59][O:60][C:61](=[O:89])[CH2:62][NH:63][C:64](=[O:88])[C@H:65]([CH:85]([CH3:87])[CH3:86])[NH:66][C:67](=[O:84])[CH2:68][NH:69][C:70](=[O:83])[C@@H:71]1[CH2:75][CH2:74][CH2:73][N:72]1[C:76](=[O:82])[C@H:77]([CH:79]([CH3:81])[CH3:80])[NH:78][C:35](=[O:36])[CH2:34][NH:33][C:31](=[O:32])[C@H:27]([CH:28]([CH3:30])[CH3:29])[NH:26][C:24](=[O:25])[CH2:23][NH:22][C:20](=[O:21])[C@@H:19]1[CH2:38][CH2:39][CH2:40][N:18]1[C:16](=[O:17])[C@H:12]([CH:13]([CH3:15])[CH3:14])[NH:11][C:1]([O:3][CH2:4][C:5]1[CH:6]=[CH:7][CH:8]=[CH:9][CH:10]=1)=[O:2]. (7) The product is: [OH:46][C:47]1[CH:48]=[C:49]([CH:52]=[CH:53][C:54]=1[OH:55])[CH2:50][NH:51][C:16]([C:13]1[CH:12]=[CH:11][C:10]2[C:15](=[C:6]([O:5][C:3](=[O:4])[C:2]([CH3:33])([CH3:34])[CH3:1])[C:7]([C:26]([O:28][CH2:29][CH2:30][CH2:31][CH3:32])=[O:27])=[CH:8][CH:9]=2)[N:14]=1)=[O:17]. Given the reactants [CH3:1][C:2]([CH3:34])([CH3:33])[C:3]([O:5][C:6]1[C:7]([C:26]([O:28][CH2:29][CH2:30][CH2:31][CH3:32])=[O:27])=[CH:8][CH:9]=[C:10]2[C:15]=1[N:14]=[C:13]([C:16](ON1C(=O)CCC1=O)=[O:17])[CH:12]=[CH:11]2)=[O:4].C1(C)C=CC(S(O)(=O)=O)=CC=1.[OH:46][C:47]1[CH:48]=[C:49]([CH:52]=[CH:53][C:54]=1[OH:55])[CH2:50][NH2:51], predict the reaction product. (8) Given the reactants [NH:1]1[C:9]2[C:4](=[CH:5][CH:6]=[C:7]([NH:10][C:11]3[N:20]=[C:19]([NH:21][C@@H:22]4[CH2:27][CH2:26][CH2:25][CH2:24][C@@H:23]4[NH:28]C(OC(C)(C)C)=O)[CH:18]=[C:17]([C:36]#[N:37])[C:12]=3[C:13]([O:15][CH3:16])=[O:14])[CH:8]=2)[CH:3]=[N:2]1.C(O)(C(F)(F)F)=O, predict the reaction product. The product is: [NH:1]1[C:9]2[C:4](=[CH:5][CH:6]=[C:7]([NH:10][C:11]3[N:20]=[C:19]([NH:21][C@@H:22]4[CH2:27][CH2:26][CH2:25][CH2:24][C@@H:23]4[NH2:28])[CH:18]=[C:17]([C:36]#[N:37])[C:12]=3[C:13]([O:15][CH3:16])=[O:14])[CH:8]=2)[CH:3]=[N:2]1.